From a dataset of Full USPTO retrosynthesis dataset with 1.9M reactions from patents (1976-2016). Predict the reactants needed to synthesize the given product. (1) Given the product [CH:1]1([OH:6])[CH2:5][CH2:4][CH2:3][CH2:2]1.[CH:7]([O:6][CH:1]([CH3:2])[CH3:5])([CH3:12])[CH3:8], predict the reactants needed to synthesize it. The reactants are: [CH:1]1([OH:6])[CH2:5][CH2:4][CH2:3][CH2:2]1.[C:7]1(C)[CH:12]=CC=C[CH:8]=1. (2) The reactants are: [Cl:1][C:2]1[CH:7]=[CH:6][C:5]([CH2:8][N:9]2[CH:13]=[CH:12][C:11]([N:14]3C(=O)C4C(=CC=CC=4)C3=O)=[N:10]2)=[C:4]([C:25]([F:28])([F:27])[F:26])[CH:3]=1.O.NN. Given the product [Cl:1][C:2]1[CH:7]=[CH:6][C:5]([CH2:8][N:9]2[CH:13]=[CH:12][C:11]([NH2:14])=[N:10]2)=[C:4]([C:25]([F:26])([F:28])[F:27])[CH:3]=1, predict the reactants needed to synthesize it. (3) Given the product [F:1][CH:2]([F:41])[C:3]1[C:8]([F:9])=[C:7]([S:10](=[O:19])(=[O:20])[NH:11][C@@H:12]([CH2:17][CH3:18])[C:13]([F:14])([F:15])[F:16])[CH:6]=[CH:5][C:4]=1[C:21]1[S:25][C:24]([C:26]2[N:30]=[C:29]([CH2:31][C:32]([CH3:37])([CH3:38])[C:33]([O:35][CH3:36])=[O:34])[O:28][N:27]=2)=[N:23][C:22]=1[CH2:39][N:45]1[CH2:46][CH2:47][CH2:48][C:43]([F:49])([F:42])[CH2:44]1, predict the reactants needed to synthesize it. The reactants are: [F:1][CH:2]([F:41])[C:3]1[C:8]([F:9])=[C:7]([S:10](=[O:20])(=[O:19])[NH:11][C@@H:12]([CH2:17][CH3:18])[C:13]([F:16])([F:15])[F:14])[CH:6]=[CH:5][C:4]=1[C:21]1[S:25][C:24]([C:26]2[N:30]=[C:29]([CH2:31][C:32]([CH3:38])([CH3:37])[C:33]([O:35][CH3:36])=[O:34])[O:28][N:27]=2)=[N:23][C:22]=1[CH:39]=O.[F:42][C:43]1([F:49])[CH2:48][CH2:47][CH2:46][NH:45][CH2:44]1.[BH-](OC(C)=O)(OC(C)=O)OC(C)=O.[Na+]. (4) Given the product [F:1][C:2]([F:12])([C:14]1[CH:19]=[CH:18][C:17]([O:20][CH3:21])=[CH:16][CH:15]=1)[C:3]([C:5]1[CH:10]=[CH:9][C:8]([CH3:11])=[CH:7][CH:6]=1)=[O:4], predict the reactants needed to synthesize it. The reactants are: [F:1][CH:2]([F:12])[C:3]([C:5]1[CH:10]=[CH:9][C:8]([CH3:11])=[CH:7][CH:6]=1)=[O:4].Cl[C:14]1[CH:19]=[CH:18][C:17]([O:20][CH3:21])=[CH:16][CH:15]=1.